This data is from M1 muscarinic receptor agonist screen with 61,833 compounds. The task is: Binary Classification. Given a drug SMILES string, predict its activity (active/inactive) in a high-throughput screening assay against a specified biological target. (1) The molecule is Clc1c(Cn2c(nc3n(c(=O)n(c(=O)c23)C)C)CN2CCN(CC2)c2ccccc2)cccc1. The result is 0 (inactive). (2) The molecule is Clc1c(CN2C(Nc3nccc(c3)C)c3c(C2=O)cccc3)cccc1. The result is 0 (inactive).